Dataset: Reaction yield outcomes from USPTO patents with 853,638 reactions. Task: Predict the reaction yield, written as a fraction of the theoretical maximum amount of product (1.0 means a 100% yield; for example, 0.34 means a 34% yield). (1) The reactants are [CH3:1][C:2]([C:6]1[NH:7][C:8]2[C:13]([CH:14]=1)=[CH:12][C:11]([N+:15]([O-])=O)=[CH:10][CH:9]=2)([CH3:5])[CH2:3][OH:4].O.O.[Sn](Cl)(Cl)(Cl)Cl. The catalyst is C(O)C.C(OCC)(=O)C.O. The product is [NH2:15][C:11]1[CH:12]=[C:13]2[C:8](=[CH:9][CH:10]=1)[NH:7][C:6]([C:2]([CH3:5])([CH3:1])[CH2:3][OH:4])=[CH:14]2. The yield is 0.980. (2) The reactants are [OH-].[Na+].[CH2:3]([NH:10][C:11](=[O:33])[N:12]([C:14]1[CH:15]=[C:16]([C:20]2[N:25]=[CH:24][C:23]([CH2:26][CH2:27][C:28]([O:30]CC)=[O:29])=[CH:22][CH:21]=2)[CH:17]=[CH:18][CH:19]=1)[CH3:13])[CH2:4][CH2:5][CH2:6][CH2:7][CH2:8][CH3:9].O1CCCC1.CO.O. The catalyst is C(O)(=O)C. The product is [CH2:3]([NH:10][C:11](=[O:33])[N:12]([C:14]1[CH:15]=[C:16]([C:20]2[N:25]=[CH:24][C:23]([CH2:26][CH2:27][C:28]([OH:30])=[O:29])=[CH:22][CH:21]=2)[CH:17]=[CH:18][CH:19]=1)[CH3:13])[CH2:4][CH2:5][CH2:6][CH2:7][CH2:8][CH3:9]. The yield is 0.940. (3) The reactants are [CH3:1][S:2]([O:5][C:6]1[CH:16]=[CH:15][C:9]2[CH2:10][CH2:11][NH:12][CH2:13][CH2:14][C:8]=2[CH:7]=1)(=[O:4])=[O:3].Br[CH2:18][CH2:19][CH2:20][Cl:21].C(N(CC)CC)C. The catalyst is O1CCCC1. The product is [Cl:21][CH2:20][CH2:19][CH2:18][N:12]1[CH2:11][CH2:10][C:9]2[CH:15]=[CH:16][C:6]([O:5][S:2]([CH3:1])(=[O:3])=[O:4])=[CH:7][C:8]=2[CH2:14][CH2:13]1. The yield is 0.530. (4) The reactants are [CH3:1][O:2][C:3]([C:5]1[C:13]([NH:14][C:15]2[CH:20]=[CH:19][CH:18]=[CH:17][CH:16]=2)=[C:12]([Cl:21])[C:8]2[N:9]=[CH:10][NH:11][C:7]=2[CH:6]=1)=[O:4].C1C(=O)N([Br:29])C(=O)C1. The catalyst is CN(C=O)C. The product is [CH3:1][O:2][C:3]([C:5]1[C:13]([NH:14][C:15]2[CH:16]=[CH:17][C:18]([Br:29])=[CH:19][CH:20]=2)=[C:12]([Cl:21])[C:8]2[N:9]=[CH:10][NH:11][C:7]=2[CH:6]=1)=[O:4]. The yield is 0.540.